From a dataset of Full USPTO retrosynthesis dataset with 1.9M reactions from patents (1976-2016). Predict the reactants needed to synthesize the given product. (1) Given the product [C:1]([N:4]1[C:13]2[C:8](=[CH:9][C:10]([C:14]3[N:34]=[N:35][NH:36][CH:15]=3)=[CH:11][CH:12]=2)[C@H:7]([NH:16][C:17]2[CH:22]=[CH:21][CH:20]=[C:19]([CH3:23])[N:18]=2)[CH2:6][C@@H:5]1[CH3:24])(=[O:3])[CH3:2], predict the reactants needed to synthesize it. The reactants are: [C:1]([N:4]1[C:13]2[C:8](=[CH:9][C:10]([C:14]#[CH:15])=[CH:11][CH:12]=2)[C@H:7]([NH:16][C:17]2[CH:22]=[CH:21][CH:20]=[C:19]([CH3:23])[N:18]=2)[CH2:6][C@@H:5]1[CH3:24])(=[O:3])[CH3:2].CN(C)C=O.C[Si]([N:34]=[N+:35]=[N-:36])(C)C. (2) Given the product [CH2:19]([N:8]([CH2:7][C:4]1[S:3][C:2]([C:31]2[CH:30]=[CH:29][C:28]([NH:27][S:24]([CH3:23])(=[O:25])=[O:26])=[CH:33][CH:32]=2)=[N:6][CH:5]=1)[S:9]([CH2:12][C:13]1[CH:18]=[CH:17][CH:16]=[CH:15][CH:14]=1)(=[O:11])=[O:10])[CH:20]([CH3:22])[CH3:21], predict the reactants needed to synthesize it. The reactants are: Br[C:2]1[S:3][C:4]([CH2:7][N:8]([CH2:19][CH:20]([CH3:22])[CH3:21])[S:9]([CH2:12][C:13]2[CH:18]=[CH:17][CH:16]=[CH:15][CH:14]=2)(=[O:11])=[O:10])=[CH:5][N:6]=1.[CH3:23][S:24]([NH:27][C:28]1[CH:33]=[CH:32][C:31](B(O)O)=[CH:30][CH:29]=1)(=[O:26])=[O:25].C([O-])(=O)C.[K+].C(=O)([O-])[O-].[Na+].[Na+]. (3) Given the product [CH3:1][O:2][C:3]([C:5]1[S:6][C:7]([CH2:10][CH2:11][CH2:12][C@H:13]2[CH2:17][CH2:16][C:15]([C:19]([CH3:27])([CH3:26])[O:20][SiH2:21][C:22]([CH3:25])([CH3:23])[CH3:24])=[C:14]2[C:28]2[CH:29]=[CH:30][C:31]([CH:34]([O:40][CH2:41][C:42]3[CH:43]=[CH:44][C:45]([O:48][CH3:49])=[CH:46][CH:47]=3)[CH2:35][CH2:36][CH2:37][CH2:38][CH3:39])=[CH:32][CH:33]=2)=[CH:8][CH:9]=1)=[O:4], predict the reactants needed to synthesize it. The reactants are: [CH3:1][O:2][C:3]([C:5]1[S:6][C:7]([CH2:10][CH2:11][CH2:12][C@H:13]2[CH2:17][CH2:16][C:15]([C:19]([CH3:27])([CH3:26])[O:20][SiH2:21][C:22]([CH3:25])([CH3:24])[CH3:23])(O)[C@@H:14]2[C:28]2[CH:33]=[CH:32][C:31]([CH:34]([O:40][CH2:41][C:42]3[CH:47]=[CH:46][C:45]([O:48][CH3:49])=[CH:44][CH:43]=3)[CH2:35][CH2:36][CH2:37][CH2:38][CH3:39])=[CH:30][CH:29]=2)=[CH:8][CH:9]=1)=[O:4].C([N+](CC)(CC)S(NC(=O)OC)(=O)=O)C.